From a dataset of Reaction yield outcomes from USPTO patents with 853,638 reactions. Predict the reaction yield, written as a fraction of the theoretical maximum amount of product (1.0 means a 100% yield; for example, 0.34 means a 34% yield). (1) No catalyst specified. The product is [OH:8][C:5]1[CH:6]=[CH:7][C:2]([NH:1][C:16]([CH3:20])([CH3:15])[C:17]#[N:18])=[CH:3][CH:4]=1. The yield is 0.960. The reactants are [NH2:1][C:2]1[CH:7]=[CH:6][C:5]([OH:8])=[CH:4][CH:3]=1.[O-]S([O-])(=O)=O.[Mg+2].[CH3:15][C:16]([CH3:20])(O)[C:17]#[N:18]. (2) The reactants are Br[C:2]1[N:7]=[C:6]([C:8]([NH2:10])=[O:9])[C:5]([NH:11][CH2:12][CH3:13])=[CH:4][CH:3]=1.[Cl:14][C:15]1[CH:22]=[C:21](B2OC(C)(C)C(C)(C)O2)[CH:20]=[CH:19][C:16]=1[C:17]#[N:18]. No catalyst specified. The product is [Cl:14][C:15]1[CH:22]=[C:21]([C:2]2[N:7]=[C:6]([C:8]([NH2:10])=[O:9])[C:5]([NH:11][CH2:12][CH3:13])=[CH:4][CH:3]=2)[CH:20]=[CH:19][C:16]=1[C:17]#[N:18]. The yield is 0.620. (3) The product is [Br:33][C:34]1[CH:39]=[CH:38][C:37]([Br:40])=[CH:36][C:35]=1[S:41]([NH:1][C@@H:2]1[CH2:3][C@H:4]([CH2:14][O:15][C:16]2[CH:17]=[CH:18][C:19]([O:22][CH3:23])=[CH:20][CH:21]=2)[N:5]([C:7]#[N:26])[CH2:6]1)(=[O:43])=[O:42]. The catalyst is C(Cl)Cl.O1CCOCC1. The yield is 0.660. The reactants are [NH2:1][C@H:2]1[CH2:6][N:5]([C:7](OC(C)(C)C)=O)[C@@H:4]([CH2:14][O:15][C:16]2[CH:21]=[CH:20][C:19]([O:22][CH3:23])=[CH:18][CH:17]=2)[CH2:3]1.CC[N:26](C(C)C)C(C)C.[Br:33][C:34]1[CH:39]=[CH:38][C:37]([Br:40])=[CH:36][C:35]=1[S:41](Cl)(=[O:43])=[O:42].Cl.N#CBr.C(O)C(N)(CO)CO.